From a dataset of Catalyst prediction with 721,799 reactions and 888 catalyst types from USPTO. Predict which catalyst facilitates the given reaction. (1) The catalyst class is: 2. Reactant: [OH:1][CH2:2][CH2:3][CH:4]1[C:12]2[C:7](=[CH:8][CH:9]=[CH:10][CH:11]=2)[C:6](=[O:13])[N:5]1[C:14]1[C:22]2[C:17](=[N:18][CH:19]=[C:20]([C:23]3[CH:28]=[CH:27][C:26]([S:29]([CH:32]([CH3:34])[CH3:33])(=[O:31])=[O:30])=[CH:25][CH:24]=3)[N:21]=2)[N:16](C(C2C=CC=CC=2)(C2C=CC=CC=2)C2C=CC=CC=2)[CH:15]=1.[SiH](CC)(CC)CC.C(O)(C(F)(F)F)=O. Product: [OH:1][CH2:2][CH2:3][CH:4]1[C:12]2[C:7](=[CH:8][CH:9]=[CH:10][CH:11]=2)[C:6](=[O:13])[N:5]1[C:14]1[C:22]2[C:17](=[N:18][CH:19]=[C:20]([C:23]3[CH:28]=[CH:27][C:26]([S:29]([CH:32]([CH3:34])[CH3:33])(=[O:31])=[O:30])=[CH:25][CH:24]=3)[N:21]=2)[NH:16][CH:15]=1. (2) Reactant: Cl.[N:2]1([C:9]([C:11]2[CH:16]=[CH:15][C:14]([C:17]([F:20])([F:19])[F:18])=[CH:13][CH:12]=2)=[O:10])[CH2:8][CH2:7][CH2:6][NH:5][CH2:4][CH2:3]1.C(N(CC)C(C)C)(C)C.[F:30][C:31]([F:40])([F:39])[C:32]1[CH:33]=[CH:34][C:35](Cl)=[N:36][CH:37]=1.CN(C1C=CC=CN=1)C. Product: [F:19][C:17]([F:18])([F:20])[C:14]1[CH:13]=[CH:12][C:11]([C:9]([N:2]2[CH2:8][CH2:7][CH2:6][N:5]([C:35]3[CH:34]=[CH:33][C:32]([C:31]([F:40])([F:39])[F:30])=[CH:37][N:36]=3)[CH2:4][CH2:3]2)=[O:10])=[CH:16][CH:15]=1. The catalyst class is: 829. (3) Reactant: [F:1][C:2]1[CH:3]=[C:4]([N:8]2[C:16](=[O:17])[C:15]3[CH:14]=[C:13]4[CH2:18][CH2:19][CH2:20][C:12]4=[CH:11][C:10]=3[C:9]2=[O:21])[CH:5]=[CH:6][CH:7]=1.[BH4-].[Na+].O. Product: [F:1][C:2]1[CH:3]=[C:4]([N:8]2[C:9](=[O:21])[C:10]3[CH:11]=[C:12]4[CH2:20][CH2:19][CH2:18][C:13]4=[CH:14][C:15]=3[CH:16]2[OH:17])[CH:5]=[CH:6][CH:7]=1. The catalyst class is: 111. (4) Reactant: C[O:2]C1C=CC(P2(SP(C3C=CC(OC)=CC=3)(=S)S2)=S)=CC=1.C(N1[CH2:42][CH2:41][C:40]2[C:39]3[C:34](=[CH:35][CH:36]=[C:37]([F:43])[CH:38]=3)[NH:33][C:32]=2[C:31]1=[O:44])C1C=CC=CC=1. Product: [F:43][C:37]1[CH:38]=[C:39]2[C:34](=[CH:35][CH:36]=1)[NH:33][C:32]1[C:31](=[O:44])[O:2][CH2:42][CH2:41][C:40]2=1. The catalyst class is: 11.